Dataset: NCI-60 drug combinations with 297,098 pairs across 59 cell lines. Task: Regression. Given two drug SMILES strings and cell line genomic features, predict the synergy score measuring deviation from expected non-interaction effect. Drug 1: CC12CCC3C(C1CCC2=O)CC(=C)C4=CC(=O)C=CC34C. Drug 2: C1=CN(C=N1)CC(O)(P(=O)(O)O)P(=O)(O)O. Cell line: M14. Synergy scores: CSS=2.06, Synergy_ZIP=-10.4, Synergy_Bliss=-20.4, Synergy_Loewe=-20.4, Synergy_HSA=-20.6.